From a dataset of Peptide-MHC class I binding affinity with 185,985 pairs from IEDB/IMGT. Regression. Given a peptide amino acid sequence and an MHC pseudo amino acid sequence, predict their binding affinity value. This is MHC class I binding data. (1) The peptide sequence is RCHDHYLCR. The MHC is HLA-A11:01 with pseudo-sequence HLA-A11:01. The binding affinity (normalized) is 0.0614. (2) The peptide sequence is EVIPMFSAL. The MHC is HLA-B45:01 with pseudo-sequence HLA-B45:01. The binding affinity (normalized) is 0. (3) The peptide sequence is YCNYSRYWY. The MHC is HLA-A24:02 with pseudo-sequence HLA-A24:02. The binding affinity (normalized) is 0. (4) The peptide sequence is LLVFNYPGI. The MHC is H-2-Kb with pseudo-sequence H-2-Kb. The binding affinity (normalized) is 0.0749. (5) The MHC is HLA-B39:01 with pseudo-sequence HLA-B39:01. The binding affinity (normalized) is 0.808. The peptide sequence is FHMSKPSDL. (6) The peptide sequence is KTAVQMAVF. The MHC is HLA-A68:02 with pseudo-sequence HLA-A68:02. The binding affinity (normalized) is 0.